This data is from CYP1A2 inhibition data for predicting drug metabolism from PubChem BioAssay. The task is: Regression/Classification. Given a drug SMILES string, predict its absorption, distribution, metabolism, or excretion properties. Task type varies by dataset: regression for continuous measurements (e.g., permeability, clearance, half-life) or binary classification for categorical outcomes (e.g., BBB penetration, CYP inhibition). Dataset: cyp1a2_veith. (1) The molecule is CCCCN(C)Cc1c(C)[nH]c2ccc(Cl)cc2c1=O. The result is 1 (inhibitor). (2) The compound is CN1CCN(CCCNC(=O)c2ccc(CSCc3cccc(Cl)c3)o2)CC1. The result is 0 (non-inhibitor). (3) The compound is CN(Cc1cnc2nc(N)nc(N)c2n1)c1ccc(C(=O)N[C@H](CCC(=O)O)C(=O)O)cc1. The result is 0 (non-inhibitor). (4) The molecule is O=C(NN=C1C2CC3CC(C2)CC1C3)c1ccncc1. The result is 0 (non-inhibitor). (5) The result is 0 (non-inhibitor). The compound is Oc1cc2c(c(Cl)c1O)CCNC[C@H]2c1ccccc1. (6) The molecule is COc1cccc(-c2nc(NCc3cccs3)c3ccccc3n2)c1. The result is 1 (inhibitor). (7) The compound is Cc1cc(=O)[nH]c(/N=C(\N)Nc2ccc(Cl)cc2)n1. The result is 1 (inhibitor). (8) The result is 1 (inhibitor). The compound is CN(Cc1ccco1)c1ncnc2ccc(-c3ccc4c(c3)OCO4)cc12. (9) The result is 0 (non-inhibitor). The compound is CCOC(=O)c1cc(NC(=O)c2ccc(C)cc2)c(=O)oc1-c1ccccc1. (10) The compound is CNC(=S)NNC(=O)c1sccc1OCc1ccc(C)cc1. The result is 1 (inhibitor).